Dataset: Forward reaction prediction with 1.9M reactions from USPTO patents (1976-2016). Task: Predict the product of the given reaction. (1) Given the reactants [NH2:1][CH2:2][CH:3]1[CH:9]([C:10]2[CH:15]=[CH:14][C:13]([Cl:16])=[C:12]([Cl:17])[CH:11]=2)[O:8][CH2:7][CH2:6][N:5]([C:18]([O:20][C:21]([CH3:24])([CH3:23])[CH3:22])=[O:19])[CH2:4]1.C(OC([N-:32][S:33](N1C=CC(=[N+](C)C)C=C1)(=[O:35])=[O:34])=O)(C)(C)C, predict the reaction product. The product is: [Cl:17][C:12]1[CH:11]=[C:10]([CH:9]2[O:8][CH2:7][CH2:6][N:5]([C:18]([O:20][C:21]([CH3:24])([CH3:23])[CH3:22])=[O:19])[CH2:4][CH:3]2[CH2:2][NH:1][S:33](=[O:35])(=[O:34])[NH2:32])[CH:15]=[CH:14][C:13]=1[Cl:16]. (2) Given the reactants [CH2:1]([O:8][C:9]1[CH:10]=[C:11]([C:16]2[N:21]=[C:20]([C:22]([O:24][CH3:25])=[O:23])[CH:19]=[CH:18][C:17]=2[OH:26])[CH:12]=[CH:13][C:14]=1[Cl:15])[C:2]1[CH:7]=[CH:6][CH:5]=[CH:4][CH:3]=1.[F:27][C:28]([F:41])([F:40])[S:29](O[S:29]([C:28]([F:41])([F:40])[F:27])(=[O:31])=[O:30])(=[O:31])=[O:30], predict the reaction product. The product is: [CH2:1]([O:8][C:9]1[CH:10]=[C:11]([C:16]2[N:21]=[C:20]([C:22]([O:24][CH3:25])=[O:23])[CH:19]=[CH:18][C:17]=2[O:26][S:29]([C:28]([F:41])([F:40])[F:27])(=[O:31])=[O:30])[CH:12]=[CH:13][C:14]=1[Cl:15])[C:2]1[CH:7]=[CH:6][CH:5]=[CH:4][CH:3]=1. (3) Given the reactants [NH2:1][C:2]1[CH:17]=[CH:16][C:5]([O:6][C:7]2[CH:12]=[CH:11][N:10]=[C:9]([C:13]([NH2:15])=[O:14])[CH:8]=2)=[C:4]([F:18])[CH:3]=1.Cl.N1C2=NC=CC(OC3C=CC(N[C:37]4[N:53]=[CH:52][CH:51]=[CH:50][C:38]=4[C:39]([NH:41][C:42]4[CH:47]=[CH:46][C:45]([F:48])=[CH:44][C:43]=4[F:49])=[O:40])=CC=3F)=C2C=C1, predict the reaction product. The product is: [C:13]([C:9]1[CH:8]=[C:7]([O:6][C:5]2[CH:16]=[CH:17][C:2]([NH:1][C:37]3[N:53]=[CH:52][CH:51]=[CH:50][C:38]=3[C:39]([NH:41][C:42]3[CH:47]=[CH:46][C:45]([F:48])=[CH:44][C:43]=3[F:49])=[O:40])=[CH:3][C:4]=2[F:18])[CH:12]=[CH:11][N:10]=1)(=[O:14])[NH2:15].